Dataset: Peptide-MHC class I binding affinity with 185,985 pairs from IEDB/IMGT. Task: Regression. Given a peptide amino acid sequence and an MHC pseudo amino acid sequence, predict their binding affinity value. This is MHC class I binding data. (1) The peptide sequence is PTWLGAAIT. The MHC is HLA-A02:02 with pseudo-sequence HLA-A02:02. The binding affinity (normalized) is 0. (2) The peptide sequence is AVRHFPRIW. The MHC is HLA-B57:01 with pseudo-sequence HLA-B57:01. The binding affinity (normalized) is 0.749. (3) The peptide sequence is ERYFRINSL. The MHC is Patr-A0301 with pseudo-sequence Patr-A0301. The binding affinity (normalized) is 0. (4) The peptide sequence is EPNFSIPQI. The MHC is HLA-B51:01 with pseudo-sequence HLA-B51:01. The binding affinity (normalized) is 0.483. (5) The peptide sequence is YRTAVCGLY. The MHC is HLA-B39:01 with pseudo-sequence HLA-B39:01. The binding affinity (normalized) is 0.0847. (6) The peptide sequence is AELLAACFA. The MHC is HLA-B18:01 with pseudo-sequence HLA-B18:01. The binding affinity (normalized) is 0.121. (7) The peptide sequence is QRSTLERTSKASLER. The MHC is HLA-B35:01 with pseudo-sequence HLA-B35:01. The binding affinity (normalized) is 0. (8) The binding affinity (normalized) is 0.0847. The peptide sequence is GPRWPRRMP. The MHC is HLA-A02:03 with pseudo-sequence HLA-A02:03.